Dataset: NCI-60 drug combinations with 297,098 pairs across 59 cell lines. Task: Regression. Given two drug SMILES strings and cell line genomic features, predict the synergy score measuring deviation from expected non-interaction effect. (1) Drug 1: C1CC(=O)NC(=O)C1N2CC3=C(C2=O)C=CC=C3N. Drug 2: C1CCC(C(C1)N)N.C(=O)(C(=O)[O-])[O-].[Pt+4]. Cell line: MDA-MB-231. Synergy scores: CSS=6.94, Synergy_ZIP=-2.54, Synergy_Bliss=-3.91, Synergy_Loewe=-7.79, Synergy_HSA=-1.99. (2) Drug 1: C1=NC2=C(N1)C(=S)N=C(N2)N. Drug 2: CC1=C(C=C(C=C1)NC(=O)C2=CC=C(C=C2)CN3CCN(CC3)C)NC4=NC=CC(=N4)C5=CN=CC=C5. Cell line: UACC-257. Synergy scores: CSS=14.6, Synergy_ZIP=-0.261, Synergy_Bliss=-0.156, Synergy_Loewe=-7.76, Synergy_HSA=-0.858. (3) Drug 1: C1=CC(=CC=C1CCCC(=O)O)N(CCCl)CCCl. Drug 2: CC1=C(N=C(N=C1N)C(CC(=O)N)NCC(C(=O)N)N)C(=O)NC(C(C2=CN=CN2)OC3C(C(C(C(O3)CO)O)O)OC4C(C(C(C(O4)CO)O)OC(=O)N)O)C(=O)NC(C)C(C(C)C(=O)NC(C(C)O)C(=O)NCCC5=NC(=CS5)C6=NC(=CS6)C(=O)NCCC[S+](C)C)O. Cell line: KM12. Synergy scores: CSS=16.6, Synergy_ZIP=-5.54, Synergy_Bliss=-13.2, Synergy_Loewe=-7.84, Synergy_HSA=-6.19.